Dataset: Catalyst prediction with 721,799 reactions and 888 catalyst types from USPTO. Task: Predict which catalyst facilitates the given reaction. (1) Reactant: Br[C:2]1[CH:7]=[CH:6][C:5]([S:8]([N:11]([CH2:14][CH3:15])[CH2:12][CH3:13])(=[O:10])=[O:9])=[CH:4][CH:3]=1.[C:16]([C:18]1[N:22]([CH3:23])[C:21](B(O)O)=[CH:20][CH:19]=1)#[N:17].[F-].[K+].C(P(C(C)(C)C)C(C)(C)C)(C)(C)C. Product: [C:16]([C:18]1[N:22]([CH3:23])[C:21]([C:2]2[CH:7]=[CH:6][C:5]([S:8]([N:11]([CH2:14][CH3:15])[CH2:12][CH3:13])(=[O:10])=[O:9])=[CH:4][CH:3]=2)=[CH:20][CH:19]=1)#[N:17]. The catalyst class is: 110. (2) Reactant: [Br:1][C:2]1[CH:3]=[CH:4][C:5]([F:16])=[C:6]([CH:15]=1)[CH2:7][C:8]1[CH:13]=[CH:12][C:11]([OH:14])=[CH:10][CH:9]=1.[H-].[Na+].I[CH2:20][CH3:21]. Product: [Br:1][C:2]1[CH:3]=[CH:4][C:5]([F:16])=[C:6]([CH2:7][C:8]2[CH:13]=[CH:12][C:11]([O:14][CH2:20][CH3:21])=[CH:10][CH:9]=2)[CH:15]=1. The catalyst class is: 9.